From a dataset of Catalyst prediction with 721,799 reactions and 888 catalyst types from USPTO. Predict which catalyst facilitates the given reaction. (1) Reactant: Cl[C:2]1[CH:7]=[CH:6][C:5]([CH2:8][N:9]2[C:13]([CH3:14])=[CH:12][C:11](/[C:15](/[F:27])=[CH:16]/[C:17]3[CH:22]=[CH:21][C:20]([Si:23]([CH3:26])([CH3:25])[CH3:24])=[CH:19][CH:18]=3)=[N:10]2)=[CH:4][N:3]=1.[CH3:28][NH2:29]. Product: [F:27]/[C:15](/[C:11]1[CH:12]=[C:13]([CH3:14])[N:9]([CH2:8][C:5]2[CH:6]=[CH:7][C:2]([NH:29][CH3:28])=[N:3][CH:4]=2)[N:10]=1)=[CH:16]\[C:17]1[CH:22]=[CH:21][C:20]([Si:23]([CH3:26])([CH3:25])[CH3:24])=[CH:19][CH:18]=1. The catalyst class is: 8. (2) Reactant: [CH2:1]([C:3]1[CH:4]=[N:5][N:6]([CH3:18])[C:7]=1[C:8]1[CH:9]=[C:10]([C:14]([O:16]C)=[O:15])[S:11][C:12]=1[CH3:13])[CH3:2].[OH-].[Na+]. Product: [CH2:1]([C:3]1[CH:4]=[N:5][N:6]([CH3:18])[C:7]=1[C:8]1[CH:9]=[C:10]([C:14]([OH:16])=[O:15])[S:11][C:12]=1[CH3:13])[CH3:2]. The catalyst class is: 7. (3) Reactant: CCN(C(C)C)C(C)C.[CH3:10][O:11][C:12]1[CH:13]=[CH:14][CH:15]=[C:16]2[C:21]=1[O:20][C:19](=[O:22])[C:18]([C:23]([OH:25])=O)=[CH:17]2.CN(C(ON1N=NC2C=CC=NC1=2)=[N+](C)C)C.F[P-](F)(F)(F)(F)F.[O:50]([C:57]1[CH:62]=[CH:61][C:60]([C:63]2[CH:68]=[CH:67][CH:66]=[C:65]([NH2:69])[CH:64]=2)=[CH:59][CH:58]=1)[C:51]1[CH:56]=[CH:55][CH:54]=[CH:53][CH:52]=1. Product: [O:50]([C:57]1[CH:62]=[CH:61][C:60]([C:63]2[CH:68]=[CH:67][CH:66]=[C:65]([NH:69][C:23]([C:18]3[C:19](=[O:22])[O:20][C:21]4[C:16]([CH:17]=3)=[CH:15][CH:14]=[CH:13][C:12]=4[O:11][CH3:10])=[O:25])[CH:64]=2)=[CH:59][CH:58]=1)[C:51]1[CH:52]=[CH:53][CH:54]=[CH:55][CH:56]=1. The catalyst class is: 3.